From a dataset of Reaction yield outcomes from USPTO patents with 853,638 reactions. Predict the reaction yield, written as a fraction of the theoretical maximum amount of product (1.0 means a 100% yield; for example, 0.34 means a 34% yield). (1) The reactants are [CH2:1]([C:10]1[CH:15]=[CH:14][C:13](Br)=[CH:12][CH:11]=1)[CH2:2][C:3]1[CH:8]=[CH:7][C:6](Br)=[CH:5][CH:4]=1.C1[CH2:21][O:20]CC1.[Li]CCCC.CN([CH:30]=[O:31])C. No catalyst specified. The product is [CH2:1]([C:10]1[CH:15]=[CH:14][C:13]([CH:21]=[O:20])=[CH:12][CH:11]=1)[CH2:2][C:3]1[CH:8]=[CH:7][C:6]([CH:30]=[O:31])=[CH:5][CH:4]=1. The yield is 0.490. (2) The reactants are C(=O)([O-])[O-].[K+].[K+].[C:7]([O:11][C:12]([N:14]1[CH2:19][CH2:18][CH:17](OS(C)(=O)=O)[CH2:16][CH2:15]1)=[O:13])([CH3:10])([CH3:9])[CH3:8].[N+:25]([C:28]1[CH:33]=[CH:32][C:31]([SH:34])=[CH:30][CH:29]=1)([O-:27])=[O:26]. The catalyst is CN(C=O)C. The product is [C:7]([O:11][C:12]([N:14]1[CH2:15][CH2:16][CH:17]([S:34][C:31]2[CH:32]=[CH:33][C:28]([N+:25]([O-:27])=[O:26])=[CH:29][CH:30]=2)[CH2:18][CH2:19]1)=[O:13])([CH3:8])([CH3:9])[CH3:10]. The yield is 0.680. (3) The yield is 0.0738. The product is [Cl:1][C:2]1[N:7]=[C:6]([O:11][CH3:10])[C:5]([F:9])=[CH:4][N:3]=1. The catalyst is C1COCC1.CO. The reactants are [Cl:1][C:2]1[N:7]=[C:6](Cl)[C:5]([F:9])=[CH:4][N:3]=1.[CH3:10][O-:11].[Na+].